This data is from Reaction yield outcomes from USPTO patents with 853,638 reactions. The task is: Predict the reaction yield, written as a fraction of the theoretical maximum amount of product (1.0 means a 100% yield; for example, 0.34 means a 34% yield). (1) The reactants are [H-].[Na+].[CH2:3](Br)[C:4]1[CH:9]=[CH:8][CH:7]=[CH:6][CH:5]=1.[CH2:11]([O:13][CH2:14][CH3:15])[CH3:12].[OH2:16].CN(C)[CH:19]=[O:20]. No catalyst specified. The product is [CH2:3]([O:20][CH2:19][C:5]1([CH3:6])[CH2:4][CH2:9][CH2:8][C:11]2([O:16][CH2:15][CH2:14][O:13]2)[CH2:12]1)[C:4]1[CH:9]=[CH:8][CH:7]=[CH:6][CH:5]=1. The yield is 0.930. (2) The reactants are [Cl:1][C:2]1[N:7]=[C:6](Cl)[C:5]([F:9])=[CH:4][N:3]=1.N#N.[CH2:12]1[CH2:22][O:21][C:20]2[CH:19]=[CH:18][C:16]([NH2:17])=[CH:15][C:14]=2[O:13]1.Cl. The catalyst is O.CO. The product is [Cl:1][C:2]1[N:7]=[C:6]([NH:17][C:16]2[CH:18]=[CH:19][C:20]3[O:21][CH2:22][CH2:12][O:13][C:14]=3[CH:15]=2)[C:5]([F:9])=[CH:4][N:3]=1. The yield is 0.780. (3) The reactants are [OH:1][CH2:2][C:3]1[C:4]([C:8]2[CH:15]=[CH:14][C:11]([C:12]#[N:13])=[CH:10][CH:9]=2)=[N:5][S:6][N:7]=1. The product is [CH:2]([C:3]1[C:4]([C:8]2[CH:15]=[CH:14][C:11]([C:12]#[N:13])=[CH:10][CH:9]=2)=[N:5][S:6][N:7]=1)=[O:1]. The catalyst is ClCCl.O=[Mn]=O. The yield is 0.500. (4) The reactants are [OH-].[Na+].[CH:3](=O)[C:4]1[CH:9]=[CH:8][CH:7]=[CH:6][CH:5]=1.[CH3:11][C:12]([C:14]1[CH:19]=[C:18]([Cl:20])[CH:17]=[CH:16][C:15]=1[OH:21])=[O:13]. The catalyst is O.CO. The product is [Cl:20][C:18]1[CH:17]=[CH:16][C:15]([OH:21])=[C:14]([C:12](=[O:13])/[CH:11]=[CH:3]/[C:4]2[CH:9]=[CH:8][CH:7]=[CH:6][CH:5]=2)[CH:19]=1. The yield is 0.460. (5) The reactants are [NH2:1][CH2:2][CH2:3][O:4][CH2:5][CH2:6][O:7][CH2:8][C:9]([NH:11][CH2:12][CH2:13][O:14][CH2:15][CH2:16][O:17][CH2:18][C:19]([OH:21])=[O:20])=[O:10].O=C1CCC(=O)N1[O:29][C:30](=O)[CH2:31][CH2:32][CH2:33][CH2:34][CH2:35][CH2:36][CH2:37][CH2:38][CH2:39][CH2:40][CH2:41][NH:42][C:43](=[O:46])[CH2:44][I:45].Cl. The catalyst is C(=O)([O-])[O-].[Na+].[Na+].C(#N)C. The product is [I:45][CH2:44][C:43]([NH:42][CH2:41][CH2:40][CH2:39][CH2:38][CH2:37][CH2:36][CH2:35][CH2:34][CH2:33][CH2:32][CH2:31][C:30]([NH:1][CH2:2][CH2:3][O:4][CH2:5][CH2:6][O:7][CH2:8][C:9]([NH:11][CH2:12][CH2:13][O:14][CH2:15][CH2:16][O:17][CH2:18][C:19]([OH:21])=[O:20])=[O:10])=[O:29])=[O:46]. The yield is 0.490. (6) The reactants are [CH2:1]([N:5]([CH2:17][C:18]([F:21])([F:20])[F:19])[C:6]1[CH:16]=[CH:15][C:9]([C:10](OCC)=[O:11])=[CH:8][CH:7]=1)[CH2:2][CH2:3][CH3:4].[H-].[Al+3].[Li+].[H-].[H-].[H-].O1CCCC1. The catalyst is O1CCCC1. The product is [CH2:1]([N:5]([CH2:17][C:18]([F:19])([F:20])[F:21])[C:6]1[CH:16]=[CH:15][C:9]([CH2:10][OH:11])=[CH:8][CH:7]=1)[CH2:2][CH2:3][CH3:4]. The yield is 0.930. (7) The reactants are [Br:1][C:2]1[CH:7]=[CH:6][C:5]([C:8](=O)[CH2:9][N:10]2[CH:14]=[CH:13][CH:12]=[C:11]2[C:15]([OH:17])=O)=[CH:4][CH:3]=1.[CH2:19]([NH2:22])[CH2:20][NH2:21]. No catalyst specified. The product is [Br:1][C:2]1[CH:3]=[CH:4][C:5]([C:8]23[NH:22][CH2:19][CH2:20][N:21]2[C:15](=[O:17])[C:11]2[N:10]([CH:14]=[CH:13][CH:12]=2)[CH2:9]3)=[CH:6][CH:7]=1. The yield is 0.900. (8) The reactants are [OH-:1].[Na+].[CH2:3]([SH:7])[C:4](O)=O.[CH3:8][O:9][C:10]1[CH:17]=[CH:16][C:13]([CH2:14]Cl)=[CH:12][C:11]=1[N+:18]([O-:20])=[O:19].Cl. The catalyst is CO. The product is [CH3:8][O:9][C:10]1[CH:17]=[CH:16][C:13]([CH2:14][CH2:4][C:3]([OH:1])=[S:7])=[CH:12][C:11]=1[N+:18]([O-:20])=[O:19]. The yield is 0.950.